From a dataset of Forward reaction prediction with 1.9M reactions from USPTO patents (1976-2016). Predict the product of the given reaction. Given the reactants OCC1C=CC2N=C(C3CCCC(NC(C4C=CC5OCCOC=5C=4)=O)C3)N(C)C=2C=1.OCC1C=CC2N(C)C(C3CCCC(NC(C4C=CC5OCCOC=5C=4)=O)C3)=NC=2C=1.[O:63]1[CH2:68][CH2:67][O:66][C:65]2[CH:69]=[CH:70][C:71]([C:73]([NH:75][CH:76]3[CH2:81][CH2:80][CH2:79][CH:78]([C:82]4[N:83](C)[C:84]5[CH:90]=[C:89]([C:91]([O:93][CH2:94][CH3:95])=[O:92])[CH:88]=[CH:87][C:85]=5[N:86]=4)[CH2:77]3)=[O:74])=[CH:72][C:64]1=2.O1CCOC2C=CC(C(NC3CCCC(C4N(C)C5C=CC(C(OCC)=O)=CC=5N=4)C3)=O)=CC1=2.[H-].[Al+3].[Li+].[H-].[H-].[H-], predict the reaction product. The product is: [O:63]1[CH2:68][CH2:67][O:66][C:65]2[CH:69]=[CH:70][C:71]([C:73]([NH:75][CH:76]3[CH2:81][CH2:80][CH2:79][CH:78]([C:82]4[NH:86][C:85]5[CH:87]=[CH:88][C:89]([C:91]([O:93][CH2:94][CH3:95])=[O:92])=[CH:90][C:84]=5[N:83]=4)[CH2:77]3)=[O:74])=[CH:72][C:64]1=2.